Dataset: Reaction yield outcomes from USPTO patents with 853,638 reactions. Task: Predict the reaction yield, written as a fraction of the theoretical maximum amount of product (1.0 means a 100% yield; for example, 0.34 means a 34% yield). (1) The reactants are C([O:4][C:5]1[C:14]2[C:9](=[CH:10][CH:11]=[CH:12][CH:13]=2)[C:8]([Cl:15])=[N:7][CH:6]=1)C=C.CCO[C:19]([CH3:21])=O.O.[CH3:23]OCCOCCOC. The catalyst is [Cl-].[Na+].O. The product is [CH2:23]([C:6]1[N:7]=[C:8]([Cl:15])[C:9]2[C:14]([C:5]=1[OH:4])=[CH:13][CH:12]=[CH:11][CH:10]=2)[CH:19]=[CH2:21]. The yield is 0.670. (2) The reactants are C(OC([NH:8][C:9]1[CH:10]=[C:11]([CH:15]=[CH:16][C:17]=1[CH2:18][S:19]C(C1C=CC=CC=1)(C1C=CC=CC=1)C1C=CC=CC=1)[C:12]([OH:14])=[O:13])=O)(C)(C)C.C([SiH](C(C)C)C(C)C)(C)C.FC(F)(F)C(O)=O. The catalyst is ClCCl. The product is [NH2:8][C:9]1[CH:10]=[C:11]([CH:15]=[CH:16][C:17]=1[CH2:18][SH:19])[C:12]([OH:14])=[O:13]. The yield is 1.00. (3) The reactants are [CH2:1]([O:8][CH2:9][CH2:10][CH2:11][C@H:12]1[CH2:16][CH2:15][NH:14][CH2:13]1)[C:2]1[CH:7]=[CH:6][CH:5]=[CH:4][CH:3]=1.Br[C:18]1[CH:19]=[N:20][CH:21]=[C:22]([O:24][CH2:25][C@@H:26]2[CH2:30][CH2:29][CH2:28][N:27]2[C:31]([O:33][C:34]([CH3:37])([CH3:36])[CH3:35])=[O:32])[CH:23]=1.CC(C)([O-])C.[Na+].C1(P(C2C=CC=CC=2)C2C3OC4C(=CC=CC=4P(C4C=CC=CC=4)C4C=CC=CC=4)C(C)(C)C=3C=CC=2)C=CC=CC=1. The catalyst is C1(C)C=CC=CC=1.C1C=CC(/C=C/C(/C=C/C2C=CC=CC=2)=O)=CC=1.C1C=CC(/C=C/C(/C=C/C2C=CC=CC=2)=O)=CC=1.C1C=CC(/C=C/C(/C=C/C2C=CC=CC=2)=O)=CC=1.[Pd].[Pd]. The product is [CH2:1]([O:8][CH2:9][CH2:10][CH2:11][C@H:12]1[CH2:16][CH2:15][N:14]([C:18]2[CH:19]=[N:20][CH:21]=[C:22]([O:24][CH2:25][C@@H:26]3[CH2:30][CH2:29][CH2:28][N:27]3[C:31]([O:33][C:34]([CH3:37])([CH3:36])[CH3:35])=[O:32])[CH:23]=2)[CH2:13]1)[C:2]1[CH:7]=[CH:6][CH:5]=[CH:4][CH:3]=1. The yield is 0.680. (4) The reactants are [F:1][C:2]1[CH:24]=[CH:23][C:5]([O:6][C:7]2[CH:8]=[C:9]3[C:13](=[CH:14][C:15]=2[C:16]([NH2:18])=[O:17])[N:12]([CH2:19][CH:20]([CH3:22])[CH3:21])[N:11]=[CH:10]3)=[CH:4][CH:3]=1.C(N1C=CN=C1)(N1C=CN=C1)=O.[N:37]1([CH2:43][CH2:44]N)[CH2:42][CH2:41][CH2:40][CH2:39][CH2:38]1. The catalyst is C1COCC1. The product is [N:37]1([CH2:43][CH2:44][NH:18][C:16]([C:15]2[CH:14]=[C:13]3[C:9]([CH:10]=[N:11][N:12]3[CH2:19][CH:20]([CH3:22])[CH3:21])=[CH:8][C:7]=2[O:6][C:5]2[CH:23]=[CH:24][C:2]([F:1])=[CH:3][CH:4]=2)=[O:17])[CH2:42][CH2:41][CH2:40][CH2:39][CH2:38]1. The yield is 1.00. (5) The reactants are [Cl:1][C:2]1[CH:7]=[C:6]([NH2:8])[CH:5]=[CH:4][C:3]=1[C:9]1[CH:14]=[CH:13][CH:12]=[CH:11][C:10]=1[Cl:15].[C:16](N1C=CN=C1)(N1C=CN=C1)=[S:17]. The catalyst is ClCCl. The product is [Cl:1][C:2]1[CH:7]=[C:6]([N:8]=[C:16]=[S:17])[CH:5]=[CH:4][C:3]=1[C:9]1[CH:14]=[CH:13][CH:12]=[CH:11][C:10]=1[Cl:15]. The yield is 0.740. (6) The reactants are [F:1][C:2]1[CH:7]=[CH:6][C:5]([CH2:8][C:9]#[N:10])=[CH:4][CH:3]=1.[ClH:11].[CH2:12]([OH:14])[CH3:13]. No catalyst specified. The product is [ClH:11].[F:1][C:2]1[CH:7]=[CH:6][C:5]([CH2:8][C:9](=[NH:10])[O:14][CH2:12][CH3:13])=[CH:4][CH:3]=1. The yield is 1.00. (7) The reactants are [CH3:1][O:2][C:3]1[C:8]([C:9]2[C:22]3[C:17](=[CH:18][C:19]([O:25][CH2:26][CH3:27])=[C:20]([O:23][CH3:24])[CH:21]=3)[C@@H:16]3[C@@H:11]([CH2:12][CH2:13][C@@H:14]([OH:28])[CH2:15]3)[N:10]=2)=[CH:7][CH:6]=[C:5]([O:29][CH3:30])[N:4]=1.[C:31]1([CH3:41])[CH:36]=[CH:35][C:34]([S:37](O)(=[O:39])=[O:38])=[CH:33][CH:32]=1. The catalyst is CC(O)C. The product is [S:37]([O:28][C@@H:14]1[CH2:13][CH2:12][C@@H:11]2[C@@H:16]([C:17]3[C:22]([C:9]([C:8]4[C:3]([O:2][CH3:1])=[N:4][C:5]([O:29][CH3:30])=[CH:6][CH:7]=4)=[N:10]2)=[CH:21][C:20]([O:23][CH3:24])=[C:19]([O:25][CH2:26][CH3:27])[CH:18]=3)[CH2:15]1)([C:34]1[CH:35]=[CH:36][C:31]([CH3:41])=[CH:32][CH:33]=1)(=[O:39])=[O:38]. The yield is 0.940. (8) The reactants are [Cl:1][C:2]1[CH:3]=[CH:4][CH:5]=[C:6]2[C:10]=1[N:9]([CH3:11])[CH:8]=[C:7]2[CH2:12][NH:13][CH3:14].[O:15]=[C:16]1[NH:25][C:24]2[N:23]=[CH:22][C:21](/[CH:26]=[CH:27]/[C:28]([OH:30])=O)=[CH:20][C:19]=2[CH2:18][CH2:17]1.C1C=CC2N(O)N=NC=2C=1.O.C(Cl)CCl. The catalyst is CN(C=O)C.CCN(CC)CC. The product is [Cl:1][C:2]1[CH:3]=[CH:4][CH:5]=[C:6]2[C:10]=1[N:9]([CH3:11])[CH:8]=[C:7]2[CH2:12][N:13]([CH3:14])[C:28](=[O:30])/[CH:27]=[CH:26]/[C:21]1[CH:22]=[N:23][C:24]2[NH:25][C:16](=[O:15])[CH2:17][CH2:18][C:19]=2[CH:20]=1. The yield is 0.470. (9) The reactants are [CH:1]1([C:4]2[CH:10]=[CH:9][CH:8]=[C:7]([CH3:11])[C:5]=2[O-:6])[CH2:3][CH2:2]1.[Na+].C(O)(C)(C)C.[OH:18][C:19]1[CH:24]=[C:23]([Cl:25])[N:22]=[N:21][C:20]=1Cl.C1(C2C=CC=C(C)C=2O)CC1. The catalyst is C1(C)C=CC=CC=1.O. The product is [Cl:25][C:23]1[N:22]=[N:21][C:20]([O:6][C:5]2[C:7]([CH3:11])=[CH:8][CH:9]=[CH:10][C:4]=2[CH:1]2[CH2:3][CH2:2]2)=[C:19]([OH:18])[CH:24]=1. The yield is 0.901.